Dataset: Full USPTO retrosynthesis dataset with 1.9M reactions from patents (1976-2016). Task: Predict the reactants needed to synthesize the given product. (1) Given the product [CH2:32]([O:31][C:29](=[O:30])[C:28]([CH3:35])([CH3:34])[CH2:27][NH:26][C:3]([C:5]1[N:6]=[C:7]([C:24]#[N:25])[C:8]2[C:13]([C:14]=1[OH:15])=[CH:12][CH:11]=[C:10]([O:16][C:17]1[CH:22]=[CH:21][CH:20]=[C:19]([Cl:23])[CH:18]=1)[CH:9]=2)=[O:2])[CH3:33], predict the reactants needed to synthesize it. The reactants are: C[O:2][C:3]([C:5]1[N:6]=[C:7]([C:24]#[N:25])[C:8]2[C:13]([C:14]=1[OH:15])=[CH:12][CH:11]=[C:10]([O:16][C:17]1[CH:22]=[CH:21][CH:20]=[C:19]([Cl:23])[CH:18]=1)[CH:9]=2)=O.[NH2:26][CH2:27][C:28]([CH3:35])([CH3:34])[C:29]([O:31][CH2:32][CH3:33])=[O:30]. (2) Given the product [N+:16]([C:5]1[C:6]([NH:9][S:10]([CH3:13])(=[O:12])=[O:11])=[N:7][CH:8]=[C:3]([C:2]([F:1])([F:14])[F:15])[CH:4]=1)([O-:18])=[O:17], predict the reactants needed to synthesize it. The reactants are: [F:1][C:2]([F:15])([F:14])[C:3]1[CH:4]=[CH:5][C:6]([NH:9][S:10]([CH3:13])(=[O:12])=[O:11])=[N:7][CH:8]=1.[N+:16]([O-])([OH:18])=[O:17]. (3) Given the product [OH:29][CH2:28][C:25]1[S:24][C:23]([C:5]2[N:4]([CH2:3][O:2][CH3:1])[C:12]3[C:7]([CH:6]=2)=[CH:8][CH:9]=[CH:10][C:11]=3[N:13]([CH3:22])[S:14]([C:17]2[S:18][CH:19]=[CH:20][CH:21]=2)(=[O:16])=[O:15])=[N:27][CH:26]=1, predict the reactants needed to synthesize it. The reactants are: [CH3:1][O:2][CH2:3][N:4]1[C:12]2[C:7](=[CH:8][CH:9]=[CH:10][C:11]=2[N:13]([CH3:22])[S:14]([C:17]2[S:18][CH:19]=[CH:20][CH:21]=2)(=[O:16])=[O:15])[CH:6]=[C:5]1[C:23]1[S:24][C:25]([C:28](OCC)=[O:29])=[CH:26][N:27]=1.O1CCCC1.[H-].[Al+3].[Li+].[H-].[H-].[H-].[Cl-].[NH4+]. (4) The reactants are: [CH3:1][C@H:2]1[CH2:7][CH2:6][C@H:5]([C:8]([N:10]([CH:33]([CH3:35])[CH3:34])[C:11]2[CH:15]=[C:14]([C:16]3[CH:21]=[CH:20][C:19]([NH:22][C:23]([C:25]4[N:26]=[CH:27][S:28][CH:29]=4)=[O:24])=[CH:18][CH:17]=3)[S:13][C:12]=2[C:30]([OH:32])=[O:31])=[O:9])[CH2:4][CH2:3]1.[NH2:36][C@H:37]([C:43]([OH:45])=[O:44])[CH2:38][CH2:39][CH2:40][CH2:41][NH2:42]. Given the product [NH2:36][C@H:37]([C:43]([OH:45])=[O:44])[CH2:38][CH2:39][CH2:40][CH2:41][NH2:42].[CH3:1][C@H:2]1[CH2:7][CH2:6][C@H:5]([C:8]([N:10]([CH:33]([CH3:35])[CH3:34])[C:11]2[CH:15]=[C:14]([C:16]3[CH:17]=[CH:18][C:19]([NH:22][C:23]([C:25]4[N:26]=[CH:27][S:28][CH:29]=4)=[O:24])=[CH:20][CH:21]=3)[S:13][C:12]=2[C:30]([O-:32])=[O:31])=[O:9])[CH2:4][CH2:3]1, predict the reactants needed to synthesize it. (5) Given the product [C:1]([O:5][C:6]([N:8]1[CH2:15][CH2:14][C:11]([OH:13])([CH2:12][N:16]2[CH2:21][CH2:20][O:19][CH2:18][CH2:17]2)[CH2:10][CH2:9]1)=[O:7])([CH3:4])([CH3:3])[CH3:2], predict the reactants needed to synthesize it. The reactants are: [C:1]([O:5][C:6]([N:8]1[CH2:15][CH2:14][C:11]2([O:13][CH2:12]2)[CH2:10][CH2:9]1)=[O:7])([CH3:4])([CH3:3])[CH3:2].[NH:16]1[CH2:21][CH2:20][O:19][CH2:18][CH2:17]1.